The task is: Predict the reaction yield, written as a fraction of the theoretical maximum amount of product (1.0 means a 100% yield; for example, 0.34 means a 34% yield).. This data is from Reaction yield outcomes from USPTO patents with 853,638 reactions. (1) The reactants are [C:1]([O:7][CH2:8][CH3:9])(=[O:6])[CH2:2][C:3]([O-:5])=O.N1C=C[CH:13]=[CH:12][C:11]=1[C:16]1C=CC=CN=1.C([Li])CCC.CC(CC)C(Cl)=O.Cl. The catalyst is O1CCCC1. The product is [CH3:16][CH:11]([CH2:12][CH3:13])[C:3](=[O:5])[CH2:2][C:1]([O:7][CH2:8][CH3:9])=[O:6]. The yield is 1.00. (2) The catalyst is C=O. The product is [ClH:5].[Cl:5][CH2:6][CH2:7][N:8]([CH3:1])[CH2:9][CH2:10][Cl:11]. The reactants are [CH:1](O)=O.Cl.[Cl:5][CH2:6][CH2:7][NH:8][CH2:9][CH2:10][Cl:11]. The yield is 1.00. (3) The reactants are [CH2:1]([NH2:8])[C:2]1[CH:7]=[CH:6][CH:5]=[CH:4][CH:3]=1.[Cl:9][C:10]1[CH:15]=[N:14][CH:13]=[C:12](Cl)[N:11]=1. No catalyst specified. The product is [CH2:1]([NH:8][C:12]1[CH:13]=[N:14][CH:15]=[C:10]([Cl:9])[N:11]=1)[C:2]1[CH:7]=[CH:6][CH:5]=[CH:4][CH:3]=1. The yield is 0.980. (4) The reactants are [CH2:1]([O:8][C:9]1[CH:14]=[C:13]([O:15][CH2:16][C:17]2[CH:22]=[CH:21][CH:20]=[CH:19][CH:18]=2)[C:12]([CH:23]([CH3:25])[CH3:24])=[CH:11][C:10]=1[C:26]1[O:30][N:29]=[C:28]([C:31]([NH:33][CH2:34][CH3:35])=[O:32])[C:27]=1[C:36](=[N:38][OH:39])[NH2:37])[C:2]1[CH:7]=[CH:6][CH:5]=[CH:4][CH:3]=1.[C:40]([O:43][CH2:44][C:45](Cl)=O)(=[O:42])[CH3:41]. No catalyst specified. The product is [C:40]([O:43][CH2:44][C:45]1[O:39][N:38]=[C:36]([C:27]2[C:28]([C:31](=[O:32])[NH:33][CH2:34][CH3:35])=[N:29][O:30][C:26]=2[C:10]2[CH:11]=[C:12]([CH:23]([CH3:25])[CH3:24])[C:13]([O:15][CH2:16][C:17]3[CH:22]=[CH:21][CH:20]=[CH:19][CH:18]=3)=[CH:14][C:9]=2[O:8][CH2:1][C:2]2[CH:7]=[CH:6][CH:5]=[CH:4][CH:3]=2)[N:37]=1)(=[O:42])[CH3:41]. The yield is 0.720. (5) The yield is 0.170. The product is [CH3:22][N:23]1[C:27]([CH3:28])=[CH:26][C:25]([CH3:29])=[N:24]1.[CH2:1]1[O:9][C:8]2[C:3](=[C:4]([S:10]([NH2:13])(=[O:11])=[O:12])[CH:5]=[CH:6][CH:7]=2)[O:2]1. The reactants are [CH2:1]1[O:9][C:8]2[C:3](=[C:4]([S:10]([NH2:13])(=[O:12])=[O:11])[CH:5]=[CH:6][CH:7]=2)[O:2]1.C(=O)([O-])[O-].[Cs+].[Cs+].Cl.Cl[CH2:22][N:23]1[C:27]([CH3:28])=[CH:26][C:25]([CH3:29])=[N:24]1.C(OCC)(=O)C.CCCCCC. The catalyst is CN(C=O)C.